This data is from Reaction yield outcomes from USPTO patents with 853,638 reactions. The task is: Predict the reaction yield, written as a fraction of the theoretical maximum amount of product (1.0 means a 100% yield; for example, 0.34 means a 34% yield). (1) The reactants are OC(C(F)(F)F)=O.[Br:8][C:9]1[CH:10]=[C:11]2[C:16]([NH:17][CH:18]3[CH2:23][CH2:22][NH:21][CH2:20][C:19]3([CH3:25])[CH3:24])=[C:15]([C:26]([NH2:28])=[O:27])[CH:14]=[N:13][N:12]2[CH:29]=1.Cl[C:31]1[N:36]=[N:35][C:34]([C:37]#[N:38])=[CH:33][CH:32]=1.C(N(CC)C(C)C)(C)C. The catalyst is CN(C)C=O.O. The product is [Br:8][C:9]1[CH:10]=[C:11]2[C:16]([NH:17][CH:18]3[CH2:23][CH2:22][N:21]([C:31]4[N:36]=[N:35][C:34]([C:37]#[N:38])=[CH:33][CH:32]=4)[CH2:20][C:19]3([CH3:25])[CH3:24])=[C:15]([C:26]([NH2:28])=[O:27])[CH:14]=[N:13][N:12]2[CH:29]=1. The yield is 0.520. (2) The reactants are C[O:2][C:3]([C:5]1([CH2:11][S:12]([N:15]2[CH2:20][CH2:19][N:18]([C:21]3[CH:26]=[CH:25][C:24]([C:27]4[CH:28]=[N:29][CH:30]=[CH:31][CH:32]=4)=[CH:23][CH:22]=3)[CH2:17][CH2:16]2)(=[O:14])=[O:13])[CH2:10][CH2:9][O:8][CH2:7][CH2:6]1)=[O:4].O.[OH-].[Li+].CO.O. The catalyst is O1CCCC1. The product is [N:29]1[CH:30]=[CH:31][CH:32]=[C:27]([C:24]2[CH:23]=[CH:22][C:21]([N:18]3[CH2:19][CH2:20][N:15]([S:12]([CH2:11][C:5]4([C:3]([OH:4])=[O:2])[CH2:6][CH2:7][O:8][CH2:9][CH2:10]4)(=[O:14])=[O:13])[CH2:16][CH2:17]3)=[CH:26][CH:25]=2)[CH:28]=1. The yield is 0.720.